From a dataset of Full USPTO retrosynthesis dataset with 1.9M reactions from patents (1976-2016). Predict the reactants needed to synthesize the given product. (1) Given the product [Cl:31][C:11]1[CH:12]=[CH:13][C:6]([N:1]2[CH:5]=[N:4][N:3]=[N:2]2)=[C:7]([CH:10]=1)[CH2:8][NH:9][C:23](=[O:24])[C@@H:22]1[CH2:26][CH2:27][CH2:28][NH:21]1.[N:1]1([C:6]2[CH:13]=[CH:12][CH:11]=[CH:10][C:7]=2[CH2:8][NH:9][C:23](=[O:25])[C@@H:22]2[CH2:26][CH2:27][CH2:28][NH:21]2)[CH:5]=[N:4][N:3]=[N:2]1, predict the reactants needed to synthesize it. The reactants are: [N:1]1([C:6]2[CH:13]=[CH:12][CH:11]=[CH:10][C:7]=2[CH2:8][NH2:9])[CH:5]=[N:4][N:3]=[N:2]1.C([N:21]1[CH2:28][CH2:27][CH2:26][C@H:22]1[C:23]([OH:25])=[O:24])(OC(C)(C)C)=O.C(Cl)C[Cl:31]. (2) The reactants are: Cl.[C@@H:2]1([N:11]2[CH:18]=[CH:17][C:15]([NH2:16])=[N:14][C:12]2=[O:13])[O:10][C@H:7]([CH2:8][OH:9])[C@@H:5]([OH:6])[C@H:3]1[OH:4].C[Si](Cl)(C)C.[C:24]1([CH3:34])[CH:29]=[CH:28][C:27]([S:30](Cl)(=[O:32])=[O:31])=[CH:26][CH:25]=1.C([O-])(O)=O.[Na+].[CH3:40][O:41][C:42]1[CH:63]=[CH:62][C:45]([C:46](Cl)([C:55]2[CH:60]=[CH:59][CH:58]=[CH:57][CH:56]=2)[C:47]2[CH:52]=[CH:51][C:50]([O:53][CH3:54])=[CH:49][CH:48]=2)=[CH:44][CH:43]=1. Given the product [C:24]1([CH3:34])[CH:29]=[CH:28][C:27]([S:30]([NH:16][C:15]2[CH:17]=[CH:18][N:11]([C@@H:2]3[O:10][C@H:7]([CH2:8][O:9][C:46]([C:55]4[CH:60]=[CH:59][CH:58]=[CH:57][CH:56]=4)([C:47]4[CH:52]=[CH:51][C:50]([O:53][CH3:54])=[CH:49][CH:48]=4)[C:45]4[CH:44]=[CH:43][C:42]([O:41][CH3:40])=[CH:63][CH:62]=4)[C@@H:5]([OH:6])[C@H:3]3[OH:4])[C:12](=[O:13])[N:14]=2)(=[O:32])=[O:31])=[CH:26][CH:25]=1, predict the reactants needed to synthesize it. (3) Given the product [N+:30]([C:33]1[CH:34]=[CH:35][C:36]([CH2:37][O:38][C:39]([NH:41][CH2:42][CH2:43][S:44]([NH:47][CH2:48][C:49]([C:51]2[N:52]=[CH:53][N:54]3[CH:58]=[C:57]([Sn:5]([CH2:10][CH2:11][CH2:12][CH3:13])([CH2:6][CH2:7][CH2:8][CH3:9])[CH2:1][CH2:2][CH2:3][CH3:4])[S:56][C:55]=23)=[O:50])(=[O:46])=[O:45])=[O:40])=[CH:59][CH:60]=1)([O-:32])=[O:31], predict the reactants needed to synthesize it. The reactants are: [CH2:1]([Sn:5](Cl)([CH2:10][CH2:11][CH2:12][CH3:13])[CH2:6][CH2:7][CH2:8][CH3:9])[CH2:2][CH2:3][CH3:4].C[Si]([N-][Si](C)(C)C)(C)C.[Li+].C1COCC1.[N+:30]([C:33]1[CH:60]=[CH:59][C:36]([CH2:37][O:38][C:39]([NH:41][CH2:42][CH2:43][S:44]([NH:47][CH2:48][C:49]([C:51]2[N:52]=[CH:53][N:54]3[CH:58]=[CH:57][S:56][C:55]=23)=[O:50])(=[O:46])=[O:45])=[O:40])=[CH:35][CH:34]=1)([O-:32])=[O:31].[Cl-].[NH4+].